Dataset: Catalyst prediction with 721,799 reactions and 888 catalyst types from USPTO. Task: Predict which catalyst facilitates the given reaction. (1) Reactant: [Cl:1][C:2]1[C:3]([CH:8]([C:10]2[CH:19]=[C:18]3[C:13]([CH:14]=[CH:15][C:16]([C:20]4[CH:25]=[CH:24][CH:23]=[CH:22][CH:21]=4)=[N:17]3)=[CH:12][CH:11]=2)[NH2:9])=[N:4][CH:5]=[CH:6][N:7]=1.C(Cl)CCl.C1C=CC2N(O)N=NC=2C=1.CCN(C(C)C)C(C)C.[C:49]([N:59]1[CH2:64][CH2:63][CH:62]([CH2:65][C:66](O)=[O:67])[CH2:61][CH2:60]1)([O:51][CH2:52][C:53]1[CH:58]=[CH:57][CH:56]=[CH:55][CH:54]=1)=[O:50]. Product: [CH2:52]([O:51][C:49]([N:59]1[CH2:64][CH2:63][CH:62]([CH2:65][C:66](=[O:67])[NH:9][CH:8]([C:3]2[C:2]([Cl:1])=[N:7][CH:6]=[CH:5][N:4]=2)[C:10]2[CH:19]=[C:18]3[C:13]([CH:14]=[CH:15][C:16]([C:20]4[CH:21]=[CH:22][CH:23]=[CH:24][CH:25]=4)=[N:17]3)=[CH:12][CH:11]=2)[CH2:61][CH2:60]1)=[O:50])[C:53]1[CH:58]=[CH:57][CH:56]=[CH:55][CH:54]=1. The catalyst class is: 2. (2) Reactant: [Si:1]([O:8][CH2:9][C:10]1[C:11]([F:28])=[C:12]([C:16]2[CH:17]=[N:18][C:19]([N:22]3[CH2:27][CH2:26][NH:25][CH2:24][CH2:23]3)=[N:20][CH:21]=2)[CH:13]=[CH:14][CH:15]=1)([C:4]([CH3:7])([CH3:6])[CH3:5])([CH3:3])[CH3:2].ClCCl.CCN(C(C)C)C(C)C.Cl[CH2:42][CH2:43][S:44](Cl)(=[O:46])=[O:45]. Product: [Si:1]([O:8][CH2:9][C:10]1[C:11]([F:28])=[C:12]([C:16]2[CH:17]=[N:18][C:19]([N:22]3[CH2:23][CH2:24][N:25]([S:44]([CH:43]=[CH2:42])(=[O:46])=[O:45])[CH2:26][CH2:27]3)=[N:20][CH:21]=2)[CH:13]=[CH:14][CH:15]=1)([C:4]([CH3:5])([CH3:6])[CH3:7])([CH3:2])[CH3:3]. The catalyst class is: 408. (3) The catalyst class is: 702. Product: [CH:38]1([C:9]2[C:8]3[C:12](=[CH:13][C:5]([C:3]([OH:4])=[O:2])=[CH:6][CH:7]=3)[N:11]([CH2:14][C:15]([N:17]3[CH2:18][CH2:19][O:20][CH2:21][CH2:22]3)=[O:16])[C:10]=2[C:23]2[CH:24]=[CH:25][C:26]([C:29]3[CH:34]=[CH:33][C:32]([N:35]([CH3:37])[CH3:36])=[CH:31][CH:30]=3)=[CH:27][CH:28]=2)[CH2:43][CH2:42][CH2:41][CH2:40][CH2:39]1. Reactant: C[O:2][C:3]([C:5]1[CH:13]=[C:12]2[C:8]([C:9]([CH:38]3[CH2:43][CH2:42][CH2:41][CH2:40][CH2:39]3)=[C:10]([C:23]3[CH:28]=[CH:27][C:26]([C:29]4[CH:34]=[CH:33][C:32]([N:35]([CH3:37])[CH3:36])=[CH:31][CH:30]=4)=[CH:25][CH:24]=3)[N:11]2[CH2:14][C:15]([N:17]2[CH2:22][CH2:21][O:20][CH2:19][CH2:18]2)=[O:16])=[CH:7][CH:6]=1)=[O:4].